From a dataset of Full USPTO retrosynthesis dataset with 1.9M reactions from patents (1976-2016). Predict the reactants needed to synthesize the given product. Given the product [CH3:12][N:4]1[CH:5]=[C:6]([CH2:7][C:8]([O:10][CH3:11])=[O:9])[C:2]([O:1][CH2:14][C:15]2[CH:20]=[N:19][C:18]([O:21][CH2:22][C:23]3[N:24]=[C:25]([C:29]4[CH:34]=[CH:33][CH:32]=[CH:31][CH:30]=4)[O:26][C:27]=3[CH3:28])=[CH:17][CH:16]=2)=[N:3]1, predict the reactants needed to synthesize it. The reactants are: [OH:1][C:2]1[C:6]([CH2:7][C:8]([O:10][CH3:11])=[O:9])=[CH:5][N:4]([CH3:12])[N:3]=1.Cl[CH2:14][C:15]1[CH:16]=[CH:17][C:18]([O:21][CH2:22][C:23]2[N:24]=[C:25]([C:29]3[CH:34]=[CH:33][CH:32]=[CH:31][CH:30]=3)[O:26][C:27]=2[CH3:28])=[N:19][CH:20]=1.C(=O)([O-])[O-].[K+].[K+].CN(C)C=O.